This data is from Forward reaction prediction with 1.9M reactions from USPTO patents (1976-2016). The task is: Predict the product of the given reaction. (1) Given the reactants [CH:1]1([CH2:4][O:5][C:6]2[CH:7]=[C:8]([C:16]3[N:25]([CH2:26][O:27][CH2:28][CH2:29][Si:30]([CH3:33])([CH3:32])[CH3:31])[C:19]4[CH:20]=[N:21][NH:22][C:23](=[O:24])[C:18]=4[C:17]=3[I:34])[CH:9]=[CH:10][C:11]=2[O:12][CH:13]([F:15])[F:14])[CH2:3][CH2:2]1.C(=O)([O-])[O-].[K+].[K+].[CH2:41](Br)[C:42]1[CH:47]=[CH:46][CH:45]=[CH:44][CH:43]=1.[H-].[Na+].[Cl-].[NH4+], predict the reaction product. The product is: [CH2:41]([N:22]1[C:23](=[O:24])[C:18]2[C:17]([I:34])=[C:16]([C:8]3[CH:9]=[CH:10][C:11]([O:12][CH:13]([F:14])[F:15])=[C:6]([O:5][CH2:4][CH:1]4[CH2:3][CH2:2]4)[CH:7]=3)[N:25]([CH2:26][O:27][CH2:28][CH2:29][Si:30]([CH3:31])([CH3:33])[CH3:32])[C:19]=2[CH:20]=[N:21]1)[C:42]1[CH:47]=[CH:46][CH:45]=[CH:44][CH:43]=1. (2) The product is: [Br:12][C:13]1[N:14]=[CH:15][C:16]2[N:17]([CH:2]=[C:3]([C:5]3[CH:10]=[CH:9][C:8]([OH:11])=[CH:7][CH:6]=3)[N:19]=2)[CH:18]=1. Given the reactants Br[CH2:2][C:3]([C:5]1[CH:10]=[CH:9][C:8]([OH:11])=[CH:7][CH:6]=1)=O.[Br:12][C:13]1[N:14]=[CH:15][C:16]([NH2:19])=[N:17][CH:18]=1, predict the reaction product. (3) Given the reactants C(OC([NH:8][C:9]1[CH:14]=[CH:13][C:12]([CH2:15][C:16]([NH:18][C:19]2[O:23][N:22]=[C:21]([C:24]3[CH:29]=[CH:28][C:27]([F:30])=[CH:26][CH:25]=3)[C:20]=2[C:31]2[CH:36]=[CH:35][N:34]=[CH:33][N:32]=2)=[O:17])=[CH:11][CH:10]=1)=O)(C)(C)C.C(O)(C(F)(F)F)=O.C(=O)([O-])O.[Na+], predict the reaction product. The product is: [NH2:8][C:9]1[CH:14]=[CH:13][C:12]([CH2:15][C:16]([NH:18][C:19]2[O:23][N:22]=[C:21]([C:24]3[CH:29]=[CH:28][C:27]([F:30])=[CH:26][CH:25]=3)[C:20]=2[C:31]2[CH:36]=[CH:35][N:34]=[CH:33][N:32]=2)=[O:17])=[CH:11][CH:10]=1. (4) Given the reactants [N:1]1[CH:6]=[CH:5][CH:4]=[CH:3][C:2]=1[O:7][C:8]1[CH:19]=[CH:18][C:11]([CH2:12]OS(C)(=O)=O)=[CH:10][CH:9]=1.[F:20][C:21]1[C:26]([F:27])=[CH:25][CH:24]=[CH:23][C:22]=1[C:28]1[N:36]=[C:31]2[CH:32]=[N:33][NH:34][CH:35]=[C:30]2[N:29]=1, predict the reaction product. The product is: [F:20][C:21]1[C:26]([F:27])=[CH:25][CH:24]=[CH:23][C:22]=1[C:28]1[N:36]=[C:31]2[CH:32]=[N:33][N:34]([CH2:12][C:11]3[CH:18]=[CH:19][C:8]([O:7][C:2]4[CH:3]=[CH:4][CH:5]=[CH:6][N:1]=4)=[CH:9][CH:10]=3)[CH:35]=[C:30]2[N:29]=1. (5) Given the reactants [CH3:1][N:2]1[CH2:7][CH2:6][C:5](=O)[CH2:4][CH:3]1[CH3:9].[C-:10]#[N:11].[Na+].[NH4+:13].[Cl-], predict the reaction product. The product is: [NH2:13][C:5]1([C:10]#[N:11])[CH2:6][CH2:7][N:2]([CH3:1])[CH:3]([CH3:9])[CH2:4]1.